Task: Predict the product of the given reaction.. Dataset: Forward reaction prediction with 1.9M reactions from USPTO patents (1976-2016) Given the reactants C[O:2][C:3](=O)[C:4]1[CH:9]=[CH:8][C:7]([Br:10])=[C:6]([CH3:11])[CH:5]=1.O.[NH2:14][NH2:15], predict the reaction product. The product is: [Br:10][C:7]1[CH:8]=[CH:9][C:4]([C:3]([NH:14][NH2:15])=[O:2])=[CH:5][C:6]=1[CH3:11].